Dataset: Forward reaction prediction with 1.9M reactions from USPTO patents (1976-2016). Task: Predict the product of the given reaction. (1) Given the reactants [C:1]([O:5][C:6]([NH:8][CH2:9][C:10]([OH:12])=O)=[O:7])([CH3:4])([CH3:3])[CH3:2].CN(C(ON1N=[N:28][C:23]2[CH:24]=[CH:25][CH:26]=[CH:27][C:22]1=2)=[N+](C)C)C.F[P-](F)(F)(F)(F)F.C([N:39](CC)CC)C.[O:44]1C2N=CC=C(N)C=2C=[CH:45]1, predict the reaction product. The product is: [O:44]1[C:26]2[C:27](=[N:28][CH:23]=[CH:24][C:25]=2[NH:39][C:10](=[O:12])[CH2:9][NH:8][C:6](=[O:7])[O:5][C:1]([CH3:2])([CH3:3])[CH3:4])[CH:22]=[CH:45]1. (2) Given the reactants [NH2:1][C:2]1[C:7]([O:8][CH2:9][CH3:10])=[CH:6][C:5]([CH2:11][OH:12])=[CH:4][C:3]=1[O:13][CH2:14][CH3:15], predict the reaction product. The product is: [CH2:14]([O:13][C:3]1[CH:4]=[C:5]([CH:6]=[C:7]([O:8][CH2:9][CH3:10])[C:2]=1[N:1]1[CH:4]=[CH:3][CH:2]=[CH:7]1)[CH:11]=[O:12])[CH3:15]. (3) Given the reactants [Cl:1][C:2]1[CH:3]=[C:4]([CH:8]=[CH:9][C:10]=1[F:11])[C:5]([OH:7])=O.C(OC(=O)[NH:18][C@H:19]1[CH2:24][CH2:23][C@@H:22]([NH2:25])[CH2:21][CH2:20]1)(C)(C)C.C1C=CC2N(O)N=NC=2C=1.O.CCN=C=NCCCN(C)C.Cl, predict the reaction product. The product is: [NH2:18][C@@H:19]1[CH2:24][CH2:23][C@H:22]([NH:25][C:5](=[O:7])[C:4]2[CH:8]=[CH:9][C:10]([F:11])=[C:2]([Cl:1])[CH:3]=2)[CH2:21][CH2:20]1. (4) Given the reactants [N:1]1[CH:6]=[CH:5][C:4]([CH:7]=O)=[CH:3][N:2]=1.[CH3:9][O:10][C:11]([CH:13]=P(C1C=CC=CC=1)(C1C=CC=CC=1)C1C=CC=CC=1)=[O:12].O, predict the reaction product. The product is: [CH3:9][O:10][C:11](=[O:12])[CH:13]=[CH:7][C:4]1[CH:5]=[CH:6][N:1]=[N:2][CH:3]=1.